Dataset: Full USPTO retrosynthesis dataset with 1.9M reactions from patents (1976-2016). Task: Predict the reactants needed to synthesize the given product. (1) Given the product [C:46]([O:45][C:43]([C:17]1([C:15]([OH:16])=[O:14])[CH2:26][CH2:25][C:24]2[C:19](=[CH:20][CH:21]=[CH:22][CH:23]=2)[CH2:18]1)=[O:44])([CH3:47])([CH3:48])[CH3:49], predict the reactants needed to synthesize it. The reactants are: N(C(C)C)C(C)C.[Li]CCCC.C[O:14][C:15]([CH:17]1[CH2:26][CH2:25][C:24]2[C:19](=[CH:20][CH:21]=[CH:22][CH:23]=2)[CH2:18]1)=[O:16].[Li+].CC([N-]C(C)C)C.O([C:43]([O:45][C:46]([CH3:49])([CH3:48])[CH3:47])=[O:44])[C:43]([O:45][C:46]([CH3:49])([CH3:48])[CH3:47])=[O:44].[NH4+].[Cl-]. (2) Given the product [CH3:1][O:2][C:3]1[CH:4]=[C:5]([N:12]2[CH2:17][CH2:16][CH:15]([N:18]3[CH2:22][CH2:21][CH2:20][CH2:19]3)[CH2:14][CH2:13]2)[CH:6]=[CH:7][C:8]=1[NH2:9], predict the reactants needed to synthesize it. The reactants are: [CH3:1][O:2][C:3]1[CH:4]=[C:5]([N:12]2[CH2:17][CH2:16][CH:15]([N:18]3[CH2:22][CH2:21][CH2:20][CH2:19]3)[CH2:14][CH2:13]2)[CH:6]=[CH:7][C:8]=1[N+:9]([O-])=O.[H][H]. (3) Given the product [C:55]([O:54][C:52]([N:49]1[CH2:48][CH:47]=[C:46]([C:2]2[CH:7]=[C:6]([CH:8]3[CH2:12][CH2:11][CH2:10][CH2:9]3)[C:5]([OH:13])=[CH:4][C:3]=2[NH:18][C:19]([CH:21]2[O:26][C:25]3[CH:27]=[CH:28][C:29]([C:31]#[N:32])=[CH:30][C:24]=3[N:23]([C:33]([O:35][CH2:36][CH3:37])=[O:34])[CH2:22]2)=[O:20])[CH2:51][CH2:50]1)=[O:53])([CH3:58])([CH3:56])[CH3:57], predict the reactants needed to synthesize it. The reactants are: Br[C:2]1[CH:7]=[C:6]([CH:8]2[CH2:12][CH2:11][CH2:10][CH2:9]2)[C:5]([O:13]C(OC)=O)=[CH:4][C:3]=1[NH:18][C:19]([CH:21]1[O:26][C:25]2[CH:27]=[CH:28][C:29]([C:31]#[N:32])=[CH:30][C:24]=2[N:23]([C:33]([O:35][CH2:36][CH3:37])=[O:34])[CH2:22]1)=[O:20].CC1(C)C(C)(C)OB([C:46]2[CH2:47][CH2:48][N:49]([C:52]([O:54][C:55]([CH3:58])([CH3:57])[CH3:56])=[O:53])[CH2:50][CH:51]=2)O1.C([O-])([O-])=O.[Cs+].[Cs+]. (4) The reactants are: Br[C:2](Br)=[CH:3][C:4]1[CH:9]=[C:8]([O:10][CH3:11])[C:7]([O:12][CH3:13])=[CH:6][C:5]=1[NH2:14].[C:16]1(B(O)O)[CH:21]=[CH:20][CH:19]=[CH:18][CH:17]=1.[O-]P([O-])([O-])=O.[K+].[K+].[K+].O.CO[C:36]1[CH:37]=[CH:38][CH:39]=[C:40](OC)[C:41]=1[C:36]1[CH:41]=[CH:40][CH:39]=[CH:38][C:37]=1P(C1CCCCC1)C1CCCCC1.[C:63]1(C)[CH:68]=[CH:67][CH:66]=[CH:65][CH:64]=1. Given the product [CH2:11]([O:10][C:8]1[CH:9]=[C:4]2[C:5](=[CH:6][C:7]=1[O:12][CH2:13][C:36]1[CH:37]=[CH:38][CH:39]=[CH:40][CH:41]=1)[NH:14][C:2]([C:63]1[CH:68]=[CH:67][CH:66]=[CH:65][CH:64]=1)=[CH:3]2)[C:16]1[CH:21]=[CH:20][CH:19]=[CH:18][CH:17]=1, predict the reactants needed to synthesize it. (5) Given the product [Cl:1][C:2]1[CH:8]=[C:7]([O:9][C:10]2[C:19]3[C:14](=[CH:15][C:16]([O:22][CH3:23])=[C:17]([O:20][CH3:21])[CH:18]=3)[N:13]=[CH:12][CH:11]=2)[CH:6]=[CH:5][C:3]=1[NH:4][C:32]([NH:43][C:44]1[CH:48]=[C:47]([CH3:49])[O:46][N:45]=1)=[O:34], predict the reactants needed to synthesize it. The reactants are: [Cl:1][C:2]1[CH:8]=[C:7]([O:9][C:10]2[C:19]3[C:14](=[CH:15][C:16]([O:22][CH3:23])=[C:17]([O:20][CH3:21])[CH:18]=3)[N:13]=[CH:12][CH:11]=2)[CH:6]=[CH:5][C:3]=1[NH2:4].C(N(CC)CC)C.Cl[C:32](Cl)([O:34]C(=O)OC(Cl)(Cl)Cl)Cl.[NH2:43][C:44]1[CH:48]=[C:47]([CH3:49])[O:46][N:45]=1. (6) Given the product [CH2:35]([NH:42][C:43]([NH:1][CH2:2][CH2:3][N:4]1[C:12]2[CH:11]=[C:10]3[NH:13][C:14]([C:16]4[C:24]5[C:19](=[CH:20][CH:21]=[CH:22][CH:23]=5)[NH:18][N:17]=4)=[N:15][C:9]3=[CH:8][C:7]=2[C:6]([CH3:25])([CH3:26])[C:5]1=[O:27])=[O:44])[C:36]1[CH:41]=[CH:40][CH:39]=[CH:38][CH:37]=1, predict the reactants needed to synthesize it. The reactants are: [NH2:1][CH2:2][CH2:3][N:4]1[C:12]2[CH:11]=[C:10]3[NH:13][C:14]([C:16]4[C:24]5[C:19](=[CH:20][CH:21]=[CH:22][CH:23]=5)[NH:18][N:17]=4)=[N:15][C:9]3=[CH:8][C:7]=2[C:6]([CH3:26])([CH3:25])[C:5]1=[O:27].C(N(CC)CC)C.[CH2:35]([N:42]=[C:43]=[O:44])[C:36]1[CH:41]=[CH:40][CH:39]=[CH:38][CH:37]=1.O. (7) Given the product [F:1][C:2]1[CH:3]=[C:4]([NH:28][C:29]([C:31]2[C:32](=[O:44])[N:33]([C:37]3[CH:42]=[CH:41][C:40]([F:43])=[CH:39][CH:38]=3)[N:34]=[CH:35][CH:36]=2)=[O:30])[CH:5]=[CH:6][C:7]=1[O:8][C:9]1[CH:14]=[CH:13][N:12]=[C:11]2[N:15]([CH2:19][C:20]3[CH:25]=[CH:24][C:23]([O:26][CH3:27])=[CH:22][CH:21]=3)[N:16]=[C:17]([NH:45][CH:46]3[CH2:50][CH2:49][N:48]([C:51]([O:53][C:54]([CH3:57])([CH3:56])[CH3:55])=[O:52])[CH2:47]3)[C:10]=12, predict the reactants needed to synthesize it. The reactants are: [F:1][C:2]1[CH:3]=[C:4]([NH:28][C:29]([C:31]2[C:32](=[O:44])[N:33]([C:37]3[CH:42]=[CH:41][C:40]([F:43])=[CH:39][CH:38]=3)[N:34]=[CH:35][CH:36]=2)=[O:30])[CH:5]=[CH:6][C:7]=1[O:8][C:9]1[CH:14]=[CH:13][N:12]=[C:11]2[N:15]([CH2:19][C:20]3[CH:25]=[CH:24][C:23]([O:26][CH3:27])=[CH:22][CH:21]=3)[N:16]=[C:17](I)[C:10]=12.[NH2:45][CH:46]1[CH2:50][CH2:49][N:48]([C:51]([O:53][C:54]([CH3:57])([CH3:56])[CH3:55])=[O:52])[CH2:47]1.N1CCC[C@H]1C(O)=O.C([O-])([O-])=O.[K+].[K+]. (8) Given the product [Cl:13][CH2:10][C:9]([C:4]1[CH:5]=[N:6][C:7]([Cl:8])=[C:2]([Cl:1])[CH:3]=1)=[O:11], predict the reactants needed to synthesize it. The reactants are: [Cl:1][C:2]1[CH:3]=[C:4]([C:9](=[O:11])[CH3:10])[CH:5]=[N:6][C:7]=1[Cl:8].Cl.[Cl:13]N1C(=O)CCC1=O.